Dataset: NCI-60 drug combinations with 297,098 pairs across 59 cell lines. Task: Regression. Given two drug SMILES strings and cell line genomic features, predict the synergy score measuring deviation from expected non-interaction effect. (1) Drug 1: CC1OCC2C(O1)C(C(C(O2)OC3C4COC(=O)C4C(C5=CC6=C(C=C35)OCO6)C7=CC(=C(C(=C7)OC)O)OC)O)O. Drug 2: CS(=O)(=O)CCNCC1=CC=C(O1)C2=CC3=C(C=C2)N=CN=C3NC4=CC(=C(C=C4)OCC5=CC(=CC=C5)F)Cl. Cell line: SK-MEL-5. Synergy scores: CSS=8.57, Synergy_ZIP=-6.91, Synergy_Bliss=2.62, Synergy_Loewe=-15.6, Synergy_HSA=-3.58. (2) Drug 1: COC1=C(C=C2C(=C1)N=CN=C2NC3=CC(=C(C=C3)F)Cl)OCCCN4CCOCC4. Drug 2: CN1C(=O)N2C=NC(=C2N=N1)C(=O)N. Cell line: MDA-MB-231. Synergy scores: CSS=8.12, Synergy_ZIP=-5.04, Synergy_Bliss=-4.54, Synergy_Loewe=-17.3, Synergy_HSA=-3.53. (3) Drug 1: CC1C(C(CC(O1)OC2CC(CC3=C2C(=C4C(=C3O)C(=O)C5=C(C4=O)C(=CC=C5)OC)O)(C(=O)C)O)N)O.Cl. Drug 2: CC1=C2C(C(=O)C3(C(CC4C(C3C(C(C2(C)C)(CC1OC(=O)C(C(C5=CC=CC=C5)NC(=O)OC(C)(C)C)O)O)OC(=O)C6=CC=CC=C6)(CO4)OC(=O)C)O)C)O. Cell line: MCF7. Synergy scores: CSS=25.5, Synergy_ZIP=-9.66, Synergy_Bliss=-3.33, Synergy_Loewe=-5.35, Synergy_HSA=-0.356. (4) Drug 1: CS(=O)(=O)C1=CC(=C(C=C1)C(=O)NC2=CC(=C(C=C2)Cl)C3=CC=CC=N3)Cl. Drug 2: CCCCCOC(=O)NC1=NC(=O)N(C=C1F)C2C(C(C(O2)C)O)O. Cell line: NCI-H460. Synergy scores: CSS=-1.72, Synergy_ZIP=0.350, Synergy_Bliss=-0.130, Synergy_Loewe=0.502, Synergy_HSA=0.687. (5) Drug 1: C1=NC2=C(N1)C(=S)N=C(N2)N. Drug 2: C1CCC(C(C1)N)N.C(=O)(C(=O)[O-])[O-].[Pt+4]. Cell line: SNB-19. Synergy scores: CSS=6.58, Synergy_ZIP=-5.57, Synergy_Bliss=-7.98, Synergy_Loewe=-33.6, Synergy_HSA=-7.28. (6) Drug 1: CCC(=C(C1=CC=CC=C1)C2=CC=C(C=C2)OCCN(C)C)C3=CC=CC=C3.C(C(=O)O)C(CC(=O)O)(C(=O)O)O. Drug 2: CN(CCCl)CCCl.Cl. Cell line: TK-10. Synergy scores: CSS=7.98, Synergy_ZIP=-5.56, Synergy_Bliss=-6.48, Synergy_Loewe=-8.04, Synergy_HSA=-4.54. (7) Drug 1: C1=CC(=CC=C1CC(C(=O)O)N)N(CCCl)CCCl.Cl. Drug 2: CC1C(C(=O)NC(C(=O)N2CCCC2C(=O)N(CC(=O)N(C(C(=O)O1)C(C)C)C)C)C(C)C)NC(=O)C3=C4C(=C(C=C3)C)OC5=C(C(=O)C(=C(C5=N4)C(=O)NC6C(OC(=O)C(N(C(=O)CN(C(=O)C7CCCN7C(=O)C(NC6=O)C(C)C)C)C)C(C)C)C)N)C. Cell line: SK-MEL-2. Synergy scores: CSS=10.7, Synergy_ZIP=7.23, Synergy_Bliss=11.3, Synergy_Loewe=5.87, Synergy_HSA=7.30.